Dataset: Full USPTO retrosynthesis dataset with 1.9M reactions from patents (1976-2016). Task: Predict the reactants needed to synthesize the given product. (1) The reactants are: [CH3:1][S:2][C:3]1[N:8]=[CH:7][C:6](B2OC(C)(C)C(C)(C)O2)=[CH:5][N:4]=1.B1([O-])O[O:19]1.O.O.O.O.[Na+].CCOC(C)=O. Given the product [CH3:1][S:2][C:3]1[N:8]=[CH:7][C:6]([OH:19])=[CH:5][N:4]=1, predict the reactants needed to synthesize it. (2) Given the product [CH2:15]([N:4]1[CH:3]=[C:2]([I:1])[C:11]2[C:6](=[CH:7][N:8]=[CH:9][CH:10]=2)[C:5]1=[O:12])[C:16]1[CH:21]=[CH:20][CH:19]=[CH:18][CH:17]=1, predict the reactants needed to synthesize it. The reactants are: [I:1][C:2]1[C:11]2[C:6](=[CH:7][N:8]=[CH:9][CH:10]=2)[C:5](=[O:12])[NH:4][CH:3]=1.[H-].[Na+].[CH2:15](Br)[C:16]1[CH:21]=[CH:20][CH:19]=[CH:18][CH:17]=1.[NH4+].[Cl-]. (3) The reactants are: [H-].[Na+].[N+:3]([CH:6]([CH3:8])[CH3:7])([O-:5])=[O:4].F[B-](F)(F)F.[CH3:14][C:15]1[CH:45]=[CH:44][C:18](C[N+]2[C:14]([C:15]3[CH:45]=[CH:44][CH:18]=[CH:17][CH:16]=3)=C[C:14]([C:15]3[CH:45]=[CH:44][CH:18]=[CH:17][CH:16]=3)=C[C:14]=2[C:15]2[CH:45]=[CH:44][CH:18]=[CH:17][CH:16]=2)=[CH:17][CH:16]=1.[Na].[CH3:47]S(C)=O. Given the product [CH3:14][C:15]1[CH:45]=[CH:44][C:18]([CH2:7][C:6]([CH3:47])([N+:3]([O-:5])=[O:4])[CH3:8])=[CH:17][CH:16]=1, predict the reactants needed to synthesize it. (4) Given the product [Cl:1][C:2]1[CH:9]=[C:8]([Cl:10])[CH:7]=[CH:6][C:3]=1[CH:4]([C:33]1[C:32]2[C:36](=[C:37]([CH2:39][S:40][CH3:41])[CH:38]=[C:30]([F:29])[CH:31]=2)[NH:35][CH:34]=1)[CH:16]1[C:17](=[O:18])[O:19][C:12]([CH3:20])([CH3:11])[O:13][C:14]1=[O:15], predict the reactants needed to synthesize it. The reactants are: [Cl:1][C:2]1[CH:9]=[C:8]([Cl:10])[CH:7]=[CH:6][C:3]=1[CH:4]=O.[CH3:11][C:12]1([CH3:20])[O:19][C:17](=[O:18])[CH2:16][C:14](=[O:15])[O:13]1.N1CCCC1C(O)=O.[F:29][C:30]1[CH:31]=[C:32]2[C:36](=[C:37]([CH2:39][S:40][CH3:41])[CH:38]=1)[NH:35][CH:34]=[CH:33]2. (5) Given the product [CH2:1]([O:8][C:9]1[CH:14]=[CH:13][C:12]2[N:15]=[C:40]([C:39]3[CH:38]=[CH:37][C:36]([C:34]([NH:33][C:30]4[CH:29]=[CH:28][C:27]([N:24]5[CH2:23][CH2:22][O:21][CH2:26][CH2:25]5)=[CH:32][CH:31]=4)=[O:35])=[CH:43][CH:42]=3)[NH:18][C:11]=2[CH:10]=1)[C:2]1[CH:7]=[CH:6][CH:5]=[CH:4][CH:3]=1, predict the reactants needed to synthesize it. The reactants are: [CH2:1]([O:8][C:9]1[CH:14]=[CH:13][C:12]([N+:15]([O-])=O)=[C:11]([N+:18]([O-])=O)[CH:10]=1)[C:2]1[CH:7]=[CH:6][CH:5]=[CH:4][CH:3]=1.[O:21]1[CH2:26][CH2:25][N:24]([C:27]2[CH:32]=[CH:31][C:30]([NH:33][C:34]([C:36]3[CH:43]=[CH:42][C:39]([CH:40]=O)=[CH:38][CH:37]=3)=[O:35])=[CH:29][CH:28]=2)[CH2:23][CH2:22]1.